This data is from Forward reaction prediction with 1.9M reactions from USPTO patents (1976-2016). The task is: Predict the product of the given reaction. (1) The product is: [CH2:6]([O:9][C:10]([CH:12]1[CH2:17][CH2:16][CH:15]([CH:18]([NH:21][C:22]([O:24][C:25]([CH3:26])([CH3:28])[CH3:27])=[O:23])[C:1]([OH:4])=[O:3])[CH2:14][CH2:13]1)=[O:11])[CH2:7][CH3:8]. Given the reactants [C:1]([O-:4])([OH:3])=O.[Na+].[CH2:6]([O:9][C:10]([C@H:12]1[CH2:17][CH2:16][C@H:15]([CH:18]([NH:21][C:22]([O:24][C:25]([CH3:28])([CH3:27])[CH3:26])=[O:23])CO)[CH2:14][CH2:13]1)=[O:11])[CH2:7][CH3:8].[K+].[Br-].CC1(C)N([O])C(C)(C)CCC1, predict the reaction product. (2) Given the reactants Cl[C:2]1[CH:7]=[CH:6][N:5]=[C:4]([C:8]2[NH:9][C:10]([C:15]3[CH:20]=[CH:19][CH:18]=[CH:17][N:16]=3)=[CH:11][C:12](=[O:14])[CH:13]=2)[CH:3]=1.[CH3:21][N:22]1[CH2:27][CH2:26][NH:25][CH2:24][CH2:23]1, predict the reaction product. The product is: [CH3:21][N:22]1[CH2:27][CH2:26][N:25]([C:2]2[CH:7]=[CH:6][N:5]=[C:4]([C:8]3[NH:9][C:10]([C:15]4[CH:20]=[CH:19][CH:18]=[CH:17][N:16]=4)=[CH:11][C:12](=[O:14])[CH:13]=3)[CH:3]=2)[CH2:24][CH2:23]1. (3) Given the reactants [CH2:1]([N:8]1[CH2:13][CH2:12][C:11](=O)[CH2:10][CH2:9]1)[C:2]1[CH:7]=[CH:6][CH:5]=[CH:4][CH:3]=1.[C-:15]#[N:16].[K+].[Cl-].[NH4+:19].CO, predict the reaction product. The product is: [NH2:19][C:11]1([C:15]#[N:16])[CH2:12][CH2:13][N:8]([CH2:1][C:2]2[CH:7]=[CH:6][CH:5]=[CH:4][CH:3]=2)[CH2:9][CH2:10]1. (4) Given the reactants [O:1]=[CH:2][C@H:3]([C@@H:5]([C@@H:7]([CH2:9][OH:10])[OH:8])[OH:6])[OH:4].O=C[C@H]([C@H]([C@@H](CO)O)O)O.O=C[C@@H]([C@H]([C@@H](CO)O)O)O.O=C[C@H]([C@H]([C@H](CO)O)O)O.O=CC[C@@H]([C@@H](CO)O)O.O=CC[C@H]([C@H](CO)O)O, predict the reaction product. The product is: [O:1]=[CH:2][C@@H:3]([C@@H:5]([C@@H:7]([CH2:9][OH:10])[OH:8])[OH:6])[OH:4].